This data is from NCI-60 drug combinations with 297,098 pairs across 59 cell lines. The task is: Regression. Given two drug SMILES strings and cell line genomic features, predict the synergy score measuring deviation from expected non-interaction effect. (1) Drug 1: C1=CC(=CC=C1CCC2=CNC3=C2C(=O)NC(=N3)N)C(=O)NC(CCC(=O)O)C(=O)O. Drug 2: C1C(C(OC1N2C=NC(=NC2=O)N)CO)O. Synergy scores: CSS=14.4, Synergy_ZIP=-0.130, Synergy_Bliss=6.19, Synergy_Loewe=3.03, Synergy_HSA=2.89. Cell line: SK-MEL-5. (2) Drug 1: C1CCC(C1)C(CC#N)N2C=C(C=N2)C3=C4C=CNC4=NC=N3. Drug 2: C1=CN(C=N1)CC(O)(P(=O)(O)O)P(=O)(O)O. Cell line: OVCAR-8. Synergy scores: CSS=4.88, Synergy_ZIP=1.51, Synergy_Bliss=6.32, Synergy_Loewe=4.11, Synergy_HSA=4.41. (3) Drug 1: CC12CCC(CC1=CCC3C2CCC4(C3CC=C4C5=CN=CC=C5)C)O. Drug 2: CC1=C(C=C(C=C1)C(=O)NC2=CC(=CC(=C2)C(F)(F)F)N3C=C(N=C3)C)NC4=NC=CC(=N4)C5=CN=CC=C5. Cell line: HL-60(TB). Synergy scores: CSS=-15.3, Synergy_ZIP=7.03, Synergy_Bliss=-0.742, Synergy_Loewe=-11.9, Synergy_HSA=-10.8. (4) Drug 1: CC(C1=C(C=CC(=C1Cl)F)Cl)OC2=C(N=CC(=C2)C3=CN(N=C3)C4CCNCC4)N. Drug 2: C1CCC(C1)C(CC#N)N2C=C(C=N2)C3=C4C=CNC4=NC=N3. Cell line: NCI/ADR-RES. Synergy scores: CSS=1.23, Synergy_ZIP=0.616, Synergy_Bliss=1.18, Synergy_Loewe=0.221, Synergy_HSA=-0.437. (5) Drug 1: CCC1=CC2CC(C3=C(CN(C2)C1)C4=CC=CC=C4N3)(C5=C(C=C6C(=C5)C78CCN9C7C(C=CC9)(C(C(C8N6C)(C(=O)OC)O)OC(=O)C)CC)OC)C(=O)OC.C(C(C(=O)O)O)(C(=O)O)O. Drug 2: CC1C(C(CC(O1)OC2CC(CC3=C2C(=C4C(=C3O)C(=O)C5=CC=CC=C5C4=O)O)(C(=O)C)O)N)O. Cell line: U251. Synergy scores: CSS=34.6, Synergy_ZIP=0.654, Synergy_Bliss=-0.441, Synergy_Loewe=-12.3, Synergy_HSA=1.69. (6) Drug 2: CC12CCC3C(C1CCC2OP(=O)(O)O)CCC4=C3C=CC(=C4)OC(=O)N(CCCl)CCCl.[Na+]. Cell line: EKVX. Drug 1: C1=CC(=C2C(=C1NCCNCCO)C(=O)C3=C(C=CC(=C3C2=O)O)O)NCCNCCO. Synergy scores: CSS=4.87, Synergy_ZIP=-4.73, Synergy_Bliss=-4.55, Synergy_Loewe=-30.5, Synergy_HSA=-3.71. (7) Drug 1: C1C(C(OC1N2C=C(C(=O)NC2=O)F)CO)O. Drug 2: CCC1(CC2CC(C3=C(CCN(C2)C1)C4=CC=CC=C4N3)(C5=C(C=C6C(=C5)C78CCN9C7C(C=CC9)(C(C(C8N6C)(C(=O)OC)O)OC(=O)C)CC)OC)C(=O)OC)O.OS(=O)(=O)O. Cell line: NCI-H460. Synergy scores: CSS=39.4, Synergy_ZIP=-1.74, Synergy_Bliss=0.734, Synergy_Loewe=-12.8, Synergy_HSA=0.522.